This data is from Peptide-MHC class I binding affinity with 185,985 pairs from IEDB/IMGT. The task is: Regression. Given a peptide amino acid sequence and an MHC pseudo amino acid sequence, predict their binding affinity value. This is MHC class I binding data. (1) The peptide sequence is GRLLGEVED. The MHC is HLA-B27:05 with pseudo-sequence HLA-B27:05. The binding affinity (normalized) is 0. (2) The peptide sequence is KLGEFLERL. The MHC is H-2-Db with pseudo-sequence H-2-Db. The binding affinity (normalized) is 0. (3) The peptide sequence is DEFLKVPEW. The MHC is HLA-A69:01 with pseudo-sequence HLA-A69:01. The binding affinity (normalized) is 0.0847. (4) The peptide sequence is SYVFNFHKY. The MHC is HLA-A02:01 with pseudo-sequence HLA-A02:01. The binding affinity (normalized) is 0.0847. (5) The peptide sequence is RENGGYWLL. The MHC is HLA-B58:01 with pseudo-sequence HLA-B58:01. The binding affinity (normalized) is 0.0847. (6) The peptide sequence is RPRQIAMSL. The MHC is HLA-B35:01 with pseudo-sequence HLA-B35:01. The binding affinity (normalized) is 0.0847. (7) The MHC is HLA-B83:01 with pseudo-sequence HLA-B83:01. The binding affinity (normalized) is 0.213. The peptide sequence is RRFKYLLNV.